From a dataset of Full USPTO retrosynthesis dataset with 1.9M reactions from patents (1976-2016). Predict the reactants needed to synthesize the given product. Given the product [F:63][C:62]([F:65])([F:64])[C:69]([OH:70])=[O:34].[OH:10][C:11]1[CH:12]=[CH:13][C:14]([CH2:17][C:18]([NH:20][CH2:21][C:22](=[O:24])[N:51]2[CH2:52][CH2:53][N:48]([C:54](=[O:55])[C:56]3[CH:61]=[CH:60][CH:59]=[CH:58][C:57]=3[C:62]([F:65])([F:63])[F:64])[CH2:49][CH2:50]2)=[O:19])=[CH:15][CH:16]=1, predict the reactants needed to synthesize it. The reactants are: CCN(C(C)C)C(C)C.[OH:10][C:11]1[CH:16]=[CH:15][C:14]([CH2:17][C:18]([NH:20][CH2:21][C:22]([OH:24])=O)=[O:19])=[CH:13][CH:12]=1.C1C=CC2N([OH:34])N=NC=2C=1.CCN=C=NCCCN(C)C.Cl.Cl.[N:48]1([C:54]([C:56]2[CH:61]=[CH:60][CH:59]=[CH:58][C:57]=2[C:62]([F:65])([F:64])[F:63])=[O:55])[CH2:53][CH2:52][NH:51][CH2:50][CH2:49]1.CN([CH:69]=[O:70])C.